Dataset: Reaction yield outcomes from USPTO patents with 853,638 reactions. Task: Predict the reaction yield, written as a fraction of the theoretical maximum amount of product (1.0 means a 100% yield; for example, 0.34 means a 34% yield). (1) The reactants are [F:1][C:2]1[C:3]([I:20])=[C:4]([NH:12]C(=O)OC(C)(C)C)[CH:5]=[CH:6][C:7]=1[C:8]([F:11])([F:10])[F:9].Cl. The catalyst is C1COCC1. The product is [F:1][C:2]1[C:3]([I:20])=[C:4]([CH:5]=[CH:6][C:7]=1[C:8]([F:9])([F:10])[F:11])[NH2:12]. The yield is 0.970. (2) The reactants are [CH3:1][C:2]1[C:3]([CH2:14][N:15]2[C:23]3[C:18](=[N:19][CH:20]=[CH:21][CH:22]=3)[C:17]([C:24](O)=[O:25])=[CH:16]2)=[N:4][CH:5]=[CH:6][C:7]=1[O:8][CH2:9][C:10]([F:13])([F:12])[F:11].C(N(CC)CC)C.CCCP1(OP(CCC)(=O)OP(CCC)(=O)O1)=O.C(OCC)(=O)C.Cl.[F:59][CH2:60][CH2:61][NH2:62]. The catalyst is C(Cl)Cl. The product is [F:59][CH2:60][CH2:61][NH:62][C:24]([C:17]1[C:18]2=[N:19][CH:20]=[CH:21][CH:22]=[C:23]2[N:15]([CH2:14][C:3]2[C:2]([CH3:1])=[C:7]([O:8][CH2:9][C:10]([F:12])([F:11])[F:13])[CH:6]=[CH:5][N:4]=2)[CH:16]=1)=[O:25]. The yield is -0.490. (3) The reactants are C[Si](C#N)(C)C.[CH:7](=[O:13])[C:8]1[O:12][CH:11]=[CH:10][CH:9]=1.C[Si](C)(C)[N-][Si](C)(C)C.[Li+].[CH3:24][C:25]1[CH:32]=[CH:31][CH:30]=[CH:29][C:26]=1[CH2:27]Br.[F-].C([N+](CCCC)(CCCC)CCCC)CCC.[Cl-].[NH4+]. The catalyst is C1COCC1.[I-].[Zn+2].[I-]. The product is [O:12]1[CH:11]=[CH:10][CH:9]=[C:8]1[C:7](=[O:13])[CH2:24][C:25]1[CH:32]=[CH:31][CH:30]=[CH:29][C:26]=1[CH3:27]. The yield is 0.830. (4) The catalyst is C(Cl)Cl. The yield is 0.130. The product is [S:57]1[CH:58]=[CH:59][N:60]=[C:56]1[NH:55][C:36](=[O:38])/[C:35](/[C:39]1[CH:44]=[CH:43][C:42]([N:45]2[C:49]([CH3:50])=[N:48][N:47]=[N:46]2)=[C:41]([C:51]([F:54])([F:52])[F:53])[CH:40]=1)=[CH:34]/[CH2:33][CH:28]1[CH2:29][CH2:30][CH2:31][CH2:32]1. The reactants are C1(P(C2C=CC=CC=2)C2C=CC=CC=2)C=CC=CC=1.BrN1C(=O)CCC1=O.[CH:28]1([CH2:33]/[CH:34]=[C:35](\[C:39]2[CH:44]=[CH:43][C:42]([N:45]3[C:49]([CH3:50])=[N:48][N:47]=[N:46]3)=[C:41]([C:51]([F:54])([F:53])[F:52])[CH:40]=2)/[C:36]([OH:38])=O)[CH2:32][CH2:31][CH2:30][CH2:29]1.[NH2:55][C:56]1[S:57][CH:58]=[CH:59][N:60]=1. (5) The reactants are Cl[C:2]1[N:3]=[C:4]([NH:21][C:22]2[CH:30]=[CH:29][CH:28]=[C:27]([F:31])[C:23]=2[C:24]([NH2:26])=[O:25])[C:5]2[CH:10]=[CH:9][N:8](S(C3C=CC(C)=CC=3)(=O)=O)[C:6]=2[N:7]=1.[NH2:32][C:33]1[CH:41]=[C:40]2[C:36]([CH2:37][CH2:38][N:39]2[CH2:42][C:43]([N:45]([CH3:47])[CH3:46])=[O:44])=[CH:35][C:34]=1[O:48][CH3:49]. No catalyst specified. The product is [CH3:47][N:45]([CH3:46])[C:43](=[O:44])[CH2:42][N:39]1[C:40]2[C:36](=[CH:35][C:34]([O:48][CH3:49])=[C:33]([NH:32][C:2]3[NH:7][C:6]4=[N:8][CH:9]=[CH:10][C:5]4=[C:4]([NH:21][C:22]4[CH:30]=[CH:29][CH:28]=[C:27]([F:31])[C:23]=4[C:24]([NH2:26])=[O:25])[N:3]=3)[CH:41]=2)[CH:37]=[CH:38]1. The yield is 0.0600. (6) The reactants are [CH3:1][O:2][C:3]([C:5]1[NH:6][CH:7]=[CH:8][C:9]=1[CH3:10])=[O:4].[H-].[Na+].[N+:13](C1C=C([N+]([O-])=O)C=CC=1ON)([O-])=O. The catalyst is CN(C=O)C. The product is [CH3:1][O:2][C:3]([C:5]1[N:6]([NH2:13])[CH:7]=[CH:8][C:9]=1[CH3:10])=[O:4]. The yield is 0.580. (7) The yield is 0.240. The reactants are [CH3:1][O:2][C:3]1[N:4]=[C:5]2[C:10](=[CH:11][CH:12]=1)[N:9]=[CH:8][CH:7]=[C:6]2[N:13]1[CH:21]=[C:20]2[C:15]([CH2:16][CH2:17][CH:18]([NH:22][CH2:23][C:24]3[CH:25]=[CH:26][C:27]4[S:32][CH2:31][C:30](=[O:33])[NH:29][C:28]=4[CH:34]=3)[CH2:19]2)=[N:14]1.CCN(CC)CC.Br[CH2:43][C:44]([O:46][C:47]([CH3:50])([CH3:49])[CH3:48])=[O:45]. The catalyst is CN(C=O)C. The product is [C:47]([O:46][C:44](=[O:45])[CH2:43][N:22]([CH:18]1[CH2:17][CH2:16][C:15]2[C:20](=[CH:21][N:13]([C:6]3[C:5]4[C:10](=[CH:11][CH:12]=[C:3]([O:2][CH3:1])[N:4]=4)[N:9]=[CH:8][CH:7]=3)[N:14]=2)[CH2:19]1)[CH2:23][C:24]1[CH:25]=[CH:26][C:27]2[S:32][CH2:31][C:30](=[O:33])[NH:29][C:28]=2[CH:34]=1)([CH3:50])([CH3:49])[CH3:48]. (8) The reactants are BrC1C=CC2C3C(CCOC=2C=1)=CN(C1N(C2C=CC(F)=CC=2F)N=CN=1)N=3.Cl[C:30]1[N:34]([C:35]2[CH:40]=[CH:39][CH:38]=[CH:37][C:36]=2[Cl:41])[N:33]=[CH:32][N:31]=1.[Br:42][C:43]1[CH:44]=[CH:45][C:46]2[O:55][CH2:54][CH2:53][C:52]3[C:48](=[N:49][NH:50][CH:51]=3)[C:47]=2[CH:56]=1.C(Cl)Cl. The catalyst is C1CCCCC1. The product is [Br:42][C:43]1[CH:44]=[CH:45][C:46]2[O:55][CH2:54][CH2:53][C:52]3[C:48](=[N:49][N:50]([C:30]4[N:34]([C:35]5[CH:40]=[CH:39][CH:38]=[CH:37][C:36]=5[Cl:41])[N:33]=[CH:32][N:31]=4)[CH:51]=3)[C:47]=2[CH:56]=1. The yield is 0.330. (9) The reactants are Br[C:2]1[C:6]([C:7]2[CH:12]=[CH:11][N:10]=[CH:9][CH:8]=2)=[C:5]([C:13]2[CH:18]=[CH:17][C:16]([F:19])=[C:15]([F:20])[CH:14]=2)[NH:4][N:3]=1.[C:21]1([C@H:27]2[CH2:35][N:34]3[C@H:29]([CH2:30][C:31](=O)[CH2:32][CH2:33]3)[CH2:28]2)[CH:26]=[CH:25][CH:24]=[CH:23][CH:22]=1.C(OCC)(=O)C.CO. The catalyst is ClCCl. The product is [F:20][C:15]1[CH:14]=[C:13]([C:5]2[NH:4][N:3]=[C:2]([C:31]3[CH2:32][CH2:33][N:34]4[C@H:29]([CH:30]=3)[CH2:28][C@@H:27]([C:21]3[CH:22]=[CH:23][CH:24]=[CH:25][CH:26]=3)[CH2:35]4)[C:6]=2[C:7]2[CH:12]=[CH:11][N:10]=[CH:9][CH:8]=2)[CH:18]=[CH:17][C:16]=1[F:19]. The yield is 0.150. (10) The reactants are [CH3:1][C:2]1[CH:3]=[N:4][CH:5]=[C:6]([C:8]2[N:9]([C:17]3[CH:22]=[CH:21][C:20]([S:23](C)(=[O:25])=[O:24])=[CH:19][CH:18]=3)[CH:10]=[C:11]([C:13]([F:16])([F:15])[F:14])[N:12]=2)[CH:7]=1.C([Mg]Cl)CCC.C(B(CC)CC)C.C([O-])(=O)C.[Na+].[NH2:45]OS(O)(=O)=O. The catalyst is C1COCC1.O. The product is [CH3:1][C:2]1[CH:7]=[C:6]([C:8]2[N:9]([C:17]3[CH:22]=[CH:21][C:20]([S:23]([NH2:45])(=[O:25])=[O:24])=[CH:19][CH:18]=3)[CH:10]=[C:11]([C:13]([F:16])([F:15])[F:14])[N:12]=2)[CH:5]=[N:4][CH:3]=1. The yield is 0.0800.